From a dataset of Forward reaction prediction with 1.9M reactions from USPTO patents (1976-2016). Predict the product of the given reaction. The product is: [C:16]([O:15][C:13]([N:10]1[CH2:11][CH:12]=[C:7]([B:22]2[O:26][C:25]([CH3:28])([CH3:27])[C:24]([CH3:30])([CH3:29])[O:23]2)[CH2:8][CH2:9]1)=[O:14])([CH3:19])([CH3:18])[CH3:17]. Given the reactants FC(F)(F)S(O[C:7]1[CH2:8][CH2:9][N:10]([C:13]([O:15][C:16]([CH3:19])([CH3:18])[CH3:17])=[O:14])[CH2:11][CH:12]=1)(=O)=O.[B:22]1([B:22]2[O:26][C:25]([CH3:28])([CH3:27])[C:24]([CH3:30])([CH3:29])[O:23]2)[O:26][C:25]([CH3:28])([CH3:27])[C:24]([CH3:30])([CH3:29])[O:23]1.C([O-])(=O)C.[K+], predict the reaction product.